From a dataset of Peptide-MHC class I binding affinity with 185,985 pairs from IEDB/IMGT. Regression. Given a peptide amino acid sequence and an MHC pseudo amino acid sequence, predict their binding affinity value. This is MHC class I binding data. (1) The peptide sequence is AVSTANIFR. The MHC is HLA-A68:01 with pseudo-sequence HLA-A68:01. The binding affinity (normalized) is 0.687. (2) The peptide sequence is GLYGNGILV. The MHC is HLA-A02:01 with pseudo-sequence HLA-A02:01. The binding affinity (normalized) is 0.943. (3) The peptide sequence is EEAKLFFQV. The MHC is HLA-B40:01 with pseudo-sequence HLA-B40:01. The binding affinity (normalized) is 0.820.